This data is from NCI-60 drug combinations with 297,098 pairs across 59 cell lines. The task is: Regression. Given two drug SMILES strings and cell line genomic features, predict the synergy score measuring deviation from expected non-interaction effect. (1) Drug 1: CN(C)N=NC1=C(NC=N1)C(=O)N. Drug 2: CC1C(C(CC(O1)OC2CC(OC(C2O)C)OC3=CC4=CC5=C(C(=O)C(C(C5)C(C(=O)C(C(C)O)O)OC)OC6CC(C(C(O6)C)O)OC7CC(C(C(O7)C)O)OC8CC(C(C(O8)C)O)(C)O)C(=C4C(=C3C)O)O)O)O. Cell line: NCI/ADR-RES. Synergy scores: CSS=-5.96, Synergy_ZIP=0.219, Synergy_Bliss=-5.79, Synergy_Loewe=-7.81, Synergy_HSA=-7.41. (2) Drug 1: CC1=C(C=C(C=C1)C(=O)NC2=CC(=CC(=C2)C(F)(F)F)N3C=C(N=C3)C)NC4=NC=CC(=N4)C5=CN=CC=C5. Drug 2: CCC1=C2CN3C(=CC4=C(C3=O)COC(=O)C4(CC)O)C2=NC5=C1C=C(C=C5)O. Cell line: MOLT-4. Synergy scores: CSS=47.3, Synergy_ZIP=8.39, Synergy_Bliss=7.27, Synergy_Loewe=-53.7, Synergy_HSA=-0.482. (3) Drug 1: CC1CCC2CC(C(=CC=CC=CC(CC(C(=O)C(C(C(=CC(C(=O)CC(OC(=O)C3CCCCN3C(=O)C(=O)C1(O2)O)C(C)CC4CCC(C(C4)OC)OCCO)C)C)O)OC)C)C)C)OC. Drug 2: CC(C)NC(=O)C1=CC=C(C=C1)CNNC.Cl. Cell line: SF-268. Synergy scores: CSS=5.02, Synergy_ZIP=-1.53, Synergy_Bliss=0.576, Synergy_Loewe=0.161, Synergy_HSA=0.842. (4) Drug 1: C1C(C(OC1N2C=NC3=C(N=C(N=C32)Cl)N)CO)O. Drug 2: CC(C)(C#N)C1=CC(=CC(=C1)CN2C=NC=N2)C(C)(C)C#N. Cell line: SK-MEL-28. Synergy scores: CSS=18.4, Synergy_ZIP=-5.85, Synergy_Bliss=-4.04, Synergy_Loewe=-10.2, Synergy_HSA=-2.13. (5) Drug 1: C1C(C(OC1N2C=NC3=C(N=C(N=C32)Cl)N)CO)O. Drug 2: C1CC(=O)NC(=O)C1N2C(=O)C3=CC=CC=C3C2=O. Cell line: U251. Synergy scores: CSS=14.3, Synergy_ZIP=-4.34, Synergy_Bliss=-7.19, Synergy_Loewe=-34.5, Synergy_HSA=-10.4. (6) Drug 1: CCCCC(=O)OCC(=O)C1(CC(C2=C(C1)C(=C3C(=C2O)C(=O)C4=C(C3=O)C=CC=C4OC)O)OC5CC(C(C(O5)C)O)NC(=O)C(F)(F)F)O. Drug 2: COC1=C2C(=CC3=C1OC=C3)C=CC(=O)O2. Cell line: HS 578T. Synergy scores: CSS=42.2, Synergy_ZIP=2.06, Synergy_Bliss=0.834, Synergy_Loewe=-14.1, Synergy_HSA=-0.104.